Dataset: Experimentally validated miRNA-target interactions with 360,000+ pairs, plus equal number of negative samples. Task: Binary Classification. Given a miRNA mature sequence and a target amino acid sequence, predict their likelihood of interaction. The miRNA is hsa-miR-633 with sequence CUAAUAGUAUCUACCACAAUAAA. The protein sequence of the target gene is MALRPEDPSSGFRHSNVVAFINEKMARHTKGPEFYLENISLSWEKVEDKLRAILEDSEVPSEVKEACTWGSLALGVRFAHRQAQLQRHRVRWLHGFAKLHKSAAQALASDLKKLREQQETERKEAASRLRMAQTSLVEVQKERDKELVSPHEWEQGAGWPGLATAGGVCTEGAAEEEEEAAVAAAGAAGGKGAEEEQRDVEVVAAPVEAMAPPVEAGAAPMETQFPHVEARAASMETTEKLERILLQLLGDADQEKYTYWGQKEGDLRSVETATSYFSGTTNPWSRASSEPLPVQLPASY.... Result: 0 (no interaction).